Dataset: Reaction yield outcomes from USPTO patents with 853,638 reactions. Task: Predict the reaction yield, written as a fraction of the theoretical maximum amount of product (1.0 means a 100% yield; for example, 0.34 means a 34% yield). (1) The reactants are [Cl:1][C:2]1[C:3](Cl)=[N:4][CH:5]=[C:6]([CH:10]=1)[C:7]([OH:9])=O.[C:12](#[N:16])[CH:13]([CH3:15])[CH3:14].C[Si](C)(C)[N-][Si](C)(C)C.[K+].B.C1COCC1.C([O-])([O-])=O.[K+].[K+]. The catalyst is C1COCC1.C1(C)C=CC=CC=1.O. The product is [Cl:1][C:2]1[C:3]([C:13]([CH3:15])([CH3:14])[C:12]#[N:16])=[N:4][CH:5]=[C:6]([CH2:7][OH:9])[CH:10]=1. The yield is 0.320. (2) The reactants are [NH:1]1[C:5]2=[N:6][CH:7]=[C:8]([C:10]3[CH:11]=[C:12]([C:16]([N:18]4[CH2:23][CH2:22][O:21][CH2:20][CH2:19]4)=[O:17])[CH:13]=[CH:14][CH:15]=3)[CH:9]=[C:4]2[CH:3]=[CH:2]1.C1C(=O)N([I:31])C(=O)C1. The catalyst is CC(C)=O. The product is [I:31][C:3]1[C:4]2[C:5](=[N:6][CH:7]=[C:8]([C:10]3[CH:11]=[C:12]([C:16]([N:18]4[CH2:23][CH2:22][O:21][CH2:20][CH2:19]4)=[O:17])[CH:13]=[CH:14][CH:15]=3)[CH:9]=2)[NH:1][CH:2]=1. The yield is 0.770. (3) The yield is 0.400. The product is [Cl:12][C:13]1[CH:18]=[C:17]([CH2:19][N:6]2[C:2]([CH3:1])=[N:3][C:4]([C:7]([O:9][CH2:10][CH3:11])=[O:8])=[N:5]2)[CH:16]=[CH:15][N:14]=1. The reactants are [CH3:1][C:2]1[NH:6][N:5]=[C:4]([C:7]([O:9][CH2:10][CH3:11])=[O:8])[N:3]=1.[Cl:12][C:13]1[CH:18]=[C:17]([CH2:19]Cl)[CH:16]=[CH:15][N:14]=1.C([O-])([O-])=O.[K+].[K+]. The catalyst is CN(C=O)C.O. (4) The reactants are [CH3:1][O:2][C:3]1[CH:18]=[CH:17][C:6]2[NH:7][C:8](=[O:16])[C:9]3[CH2:10][CH2:11][CH2:12][N:13]([CH3:15])[C:14]=3[C:5]=2[CH:4]=1.[Cl:19]CCl.B(Br)(Br)Br.C(=O)(O)[O-].[Na+].C(=O)([O-])[O-].[K+].[K+].[Cl:37]C[CH2:39][N:40]1[CH2:45][CH2:44][CH2:43][CH2:42][CH2:41]1. The catalyst is ClCCl. The product is [ClH:19].[ClH:37].[CH3:15][N:13]1[C:14]2[C:5]3[CH:4]=[C:3]([O:2][CH2:1][CH2:39][N:40]4[CH2:45][CH2:44][CH2:43][CH2:42][CH2:41]4)[CH:18]=[CH:17][C:6]=3[NH:7][C:8](=[O:16])[C:9]=2[CH2:10][CH2:11][CH2:12]1. The yield is 0.340. (5) The reactants are [C:1]1([S:7]([C:10]2[CH:11]=[C:12]3[C:17](=[CH:18][CH:19]=2)[CH:16]([CH2:20][CH2:21]OS(C)(=O)=O)[CH2:15][CH2:14][CH2:13]3)(=[O:9])=[O:8])[CH:6]=[CH:5][CH:4]=[CH:3][CH:2]=1.[NH:27]1[CH:31]=[CH:30][N:29]=[CH:28]1.C(=O)([O-])[O-].[K+].[K+].[I-].[K+]. The catalyst is O.C(#N)C. The product is [C:1]1([S:7]([C:10]2[CH:11]=[C:12]3[C:17](=[CH:18][CH:19]=2)[CH:16]([CH2:20][CH2:21][N:27]2[CH:31]=[CH:30][N:29]=[CH:28]2)[CH2:15][CH2:14][CH2:13]3)(=[O:9])=[O:8])[CH:6]=[CH:5][CH:4]=[CH:3][CH:2]=1. The yield is 0.775. (6) The reactants are [Br:1][C:2]1[CH:9]=[CH:8][CH:7]=[C:6]([OH:10])[C:3]=1[CH:4]=O.Br[CH2:12][C:13]([C:15]1[CH:20]=[CH:19][C:18]([F:21])=[C:17]([F:22])[CH:16]=1)=[O:14]. No catalyst specified. The product is [Br:1][C:2]1[C:3]2[CH:4]=[C:12]([C:13]([C:15]3[CH:20]=[CH:19][C:18]([F:21])=[C:17]([F:22])[CH:16]=3)=[O:14])[O:10][C:6]=2[CH:7]=[CH:8][CH:9]=1. The yield is 0.500.